From a dataset of CYP1A2 inhibition data for predicting drug metabolism from PubChem BioAssay. Regression/Classification. Given a drug SMILES string, predict its absorption, distribution, metabolism, or excretion properties. Task type varies by dataset: regression for continuous measurements (e.g., permeability, clearance, half-life) or binary classification for categorical outcomes (e.g., BBB penetration, CYP inhibition). Dataset: cyp1a2_veith. (1) The compound is Cc1c(NC(=O)CCCOc2ccccc2)cccc1[N+](=O)[O-]. The result is 1 (inhibitor). (2) The molecule is CCCCCOCC(O)CCC(=O)NN. The result is 1 (inhibitor). (3) The compound is O=C(O)CC[N+](=O)[O-]. The result is 0 (non-inhibitor). (4) The result is 1 (inhibitor). The compound is COCCN(C(=O)c1ccco1)c1nnc(-c2ccc(OC)cc2)s1. (5) The result is 0 (non-inhibitor). The molecule is CCCCCCCCCCCCCCCC(=O)O[C@H](CC(=O)O)C[N+](C)(C)C. (6) The compound is Nc1ccc(C(=O)O)cc1.Nc1nc(N)c2[nH]cnc2n1.O=S(=O)(O)O. The result is 0 (non-inhibitor). (7) The drug is NS(=O)(=O)c1cc2c(cc1Cl)N[C@@H]([C@@H]1C[C@@H]3C=C[C@H]1C3)NS2(=O)=O. The result is 0 (non-inhibitor).